Dataset: Forward reaction prediction with 1.9M reactions from USPTO patents (1976-2016). Task: Predict the product of the given reaction. (1) Given the reactants C([N:3]([CH2:14][CH3:15])[C:4](=[O:13])[C:5]1[CH:10]=[C:9]([Cl:11])[CH:8]=[CH:7][C:6]=1[CH3:12])C.C(C1[CH2:23][CH2:22][N:21]([CH3:24])[CH2:20][CH2:19]1)#N, predict the reaction product. The product is: [Cl:11][C:9]1[CH:10]=[C:5]2[C:6]([CH:12]=[C:14]([CH:15]3[CH2:23][CH2:22][N:21]([CH3:24])[CH2:20][CH2:19]3)[NH:3][C:4]2=[O:13])=[CH:7][CH:8]=1. (2) Given the reactants [NH2:1][C:2]1[CH:7]=[CH:6][C:5]([N:8]2[C:12]3=[N:13][CH:14]=[N:15][C:16]([NH2:17])=[C:11]3[CH:10]=[N:9]2)=[CH:4][CH:3]=1.[CH3:18][O:19][C:20]1[CH:25]=[CH:24][C:23]([S:26](Cl)(=[O:28])=[O:27])=[CH:22][CH:21]=1.C(N(C(C)C)CC)(C)C.CN(C=O)C, predict the reaction product. The product is: [NH2:17][C:16]1[N:15]=[CH:14][N:13]=[C:12]2[N:8]([C:5]3[CH:6]=[CH:7][C:2]([NH:1][S:26]([C:23]4[CH:22]=[CH:21][C:20]([O:19][CH3:18])=[CH:25][CH:24]=4)(=[O:28])=[O:27])=[CH:3][CH:4]=3)[N:9]=[CH:10][C:11]=12. (3) The product is: [CH3:14][O:15][C:16]1[CH:12]=[CH:13][C:43]([CH2:42][N:35]([C:36]2[CH:41]=[CH:40][CH:39]=[CH:38][CH:37]=2)[C:28]2[C:29]3[N:30]([CH:32]=[CH:33][N:34]=3)[N:31]=[C:26]([C:24]3[CH:23]=[CH:22][C:19]4[C:20]([NH2:21])=[N:4][O:5][C:18]=4[CH:25]=3)[CH:27]=2)=[CH:44][CH:45]=1. Given the reactants C([NH:4][OH:5])(=O)C.CC(C)([O-])C.[K+].[CH2:12]1[CH2:16][O:15][CH2:14][CH2:13]1.F[C:18]1[CH:25]=[C:24]([C:26]2[CH:27]=[C:28]([N:35]([CH2:42][C:43]3C=CC(OC)=[CH:45][CH:44]=3)[C:36]3[CH:41]=[CH:40][CH:39]=[CH:38][CH:37]=3)[C:29]3[N:30]([CH:32]=[CH:33][N:34]=3)[N:31]=2)[CH:23]=[CH:22][C:19]=1[C:20]#[N:21], predict the reaction product. (4) Given the reactants FC(F)(F)C(O)=O.[Br:8][C:9]1[C:10]([F:38])=[C:11]([CH:15]2[CH:19]([C:20](O)=[O:21])[NH:18][CH:17]([CH2:23][C:24]([CH3:27])([CH3:26])[CH3:25])[C:16]32[C:35]2[C:30](=[CH:31][C:32]([Cl:36])=[CH:33][CH:34]=2)[NH:29][C:28]3=[O:37])[CH:12]=[CH:13][CH:14]=1.C(N(C(C)C)CC)(C)C.C1(P(Cl)(C2C=CC=CC=2)=O)C=CC=CC=1.[NH2:63][C:64]1[CH:73]=[CH:72][C:67]([C:68]([O:70][CH3:71])=[O:69])=[CH:66][C:65]=1[O:74][CH3:75], predict the reaction product. The product is: [CH3:71][O:70][C:68](=[O:69])[C:67]1[CH:72]=[CH:73][C:64]([NH:63][C:20]([C@@H:19]2[NH:18][C@@H:17]([CH2:23][C:24]([CH3:26])([CH3:25])[CH3:27])[C@:16]3([C:35]4[C:30](=[CH:31][C:32]([Cl:36])=[CH:33][CH:34]=4)[NH:29][C:28]3=[O:37])[C@H:15]2[C:11]2[CH:12]=[CH:13][CH:14]=[C:9]([Br:8])[C:10]=2[F:38])=[O:21])=[C:65]([O:74][CH3:75])[CH:66]=1. (5) Given the reactants Cl[C:2]1[N:10]=[C:9]([CH:11]([OH:15])[CH2:12][CH2:13][CH3:14])[N:8]=[C:7]2[C:3]=1[N:4]=[CH:5][N:6]2[CH3:16].O.[NH3:18], predict the reaction product. The product is: [NH2:18][C:2]1[N:10]=[C:9]([CH:11]([OH:15])[CH2:12][CH2:13][CH3:14])[N:8]=[C:7]2[C:3]=1[N:4]=[CH:5][N:6]2[CH3:16].